Dataset: Full USPTO retrosynthesis dataset with 1.9M reactions from patents (1976-2016). Task: Predict the reactants needed to synthesize the given product. The reactants are: [Cl-].ClC1N(C)CC[N+]=1C.[CH3:10][C:11]1[CH:19]=[C:18]([O:20][CH3:21])[CH:17]=[CH:16][C:12]=1[C:13]([OH:15])=O.[CH2:22]([C:27]12[CH2:34][CH2:33][C:30]([C:35]([NH:37][NH2:38])=O)([CH2:31][CH2:32]1)[CH2:29][CH2:28]2)[CH2:23][CH2:24][CH2:25][CH3:26].C(N(CC)CC)C. Given the product [CH3:21][O:20][C:18]1[CH:17]=[CH:16][C:12]([C:13]2[O:15][C:35]([C:30]34[CH2:31][CH2:32][C:27]([CH2:22][CH2:23][CH2:24][CH2:25][CH3:26])([CH2:34][CH2:33]3)[CH2:28][CH2:29]4)=[N:37][N:38]=2)=[C:11]([CH3:10])[CH:19]=1, predict the reactants needed to synthesize it.